This data is from NCI-60 drug combinations with 297,098 pairs across 59 cell lines. The task is: Regression. Given two drug SMILES strings and cell line genomic features, predict the synergy score measuring deviation from expected non-interaction effect. (1) Synergy scores: CSS=63.4, Synergy_ZIP=-1.37, Synergy_Bliss=-1.74, Synergy_Loewe=-2.12, Synergy_HSA=0.414. Drug 2: COC1=NC(=NC2=C1N=CN2C3C(C(C(O3)CO)O)O)N. Cell line: CCRF-CEM. Drug 1: CCC1=CC2CC(C3=C(CN(C2)C1)C4=CC=CC=C4N3)(C5=C(C=C6C(=C5)C78CCN9C7C(C=CC9)(C(C(C8N6C)(C(=O)OC)O)OC(=O)C)CC)OC)C(=O)OC.C(C(C(=O)O)O)(C(=O)O)O. (2) Drug 1: C1CC(=O)NC(=O)C1N2CC3=C(C2=O)C=CC=C3N. Drug 2: COC1=CC(=CC(=C1O)OC)C2C3C(COC3=O)C(C4=CC5=C(C=C24)OCO5)OC6C(C(C7C(O6)COC(O7)C8=CC=CS8)O)O. Cell line: A498. Synergy scores: CSS=22.7, Synergy_ZIP=-9.78, Synergy_Bliss=-4.46, Synergy_Loewe=-26.9, Synergy_HSA=-1.63.